This data is from Catalyst prediction with 721,799 reactions and 888 catalyst types from USPTO. The task is: Predict which catalyst facilitates the given reaction. (1) Reactant: C(O[C:4]([C:6]1[N:11]=[C:10]([C:12]#[C:13][Si](C)(C)C)[C:9]2[N:18]=[C:19]([C:21]3[CH:26]=[CH:25][CH:24]=[CH:23][CH:22]=3)[S:20][C:8]=2[C:7]=1[OH:27])=[O:5])C.[NH2:28][CH2:29][C:30]([OH:32])=[O:31]. Product: [C:12]([C:10]1[C:9]2[N:18]=[C:19]([C:21]3[CH:22]=[CH:23][CH:24]=[CH:25][CH:26]=3)[S:20][C:8]=2[C:7]([OH:27])=[C:6]([C:4]([NH:28][CH2:29][C:30]([OH:32])=[O:31])=[O:5])[N:11]=1)#[CH:13]. The catalyst class is: 779. (2) Reactant: Cl.[NH2:2][CH:3]1[CH2:12][C:11]2[C:6](=[CH:7][C:8]([F:13])=[CH:9][CH:10]=2)[NH:5][C:4]1=[O:14].C[N+]1(C2N=C(OC)N=C(OC)N=2)CCOCC1.[Cl-].CN1CCOCC1.[Cl:40][C:41]1[CH:42]=[C:43]2[CH:49]=[C:48]([C:50](O)=[O:51])[NH:47][C:44]2=[CH:45][N:46]=1. Product: [F:13][C:8]1[CH:7]=[C:6]2[C:11]([CH2:12][CH:3]([NH:2][C:50]([C:48]3[NH:47][C:44]4=[CH:45][N:46]=[C:41]([Cl:40])[CH:42]=[C:43]4[CH:49]=3)=[O:51])[C:4](=[O:14])[NH:5]2)=[CH:10][CH:9]=1. The catalyst class is: 1. (3) Reactant: [CH3:1][O:2][C:3]1[CH:4]=[C:5]([C:11]2[C:19]3[C:14](=[N:15][C:16]([O:21][CH2:22][C:23]([O:25]CC)=[O:24])=[CH:17][C:18]=3[CH3:20])[N:13]([CH3:28])[N:12]=2)[CH:6]=[C:7]([O:9][CH3:10])[CH:8]=1.[Li+].[OH-]. Product: [CH3:10][O:9][C:7]1[CH:6]=[C:5]([C:11]2[C:19]3[C:14](=[N:15][C:16]([O:21][CH2:22][C:23]([OH:25])=[O:24])=[CH:17][C:18]=3[CH3:20])[N:13]([CH3:28])[N:12]=2)[CH:4]=[C:3]([O:2][CH3:1])[CH:8]=1. The catalyst class is: 38. (4) Reactant: I[C:2]1[CH:7]=[C:6]([C:8]([F:11])([F:10])[F:9])[CH:5]=[C:4]([O:12][CH3:13])[CH:3]=1.[C:14]([Cu])#[N:15].N. Product: [CH3:13][O:12][C:4]1[CH:3]=[C:2]([CH:7]=[C:6]([C:8]([F:11])([F:10])[F:9])[CH:5]=1)[C:14]#[N:15]. The catalyst class is: 9. (5) Reactant: [CH2:1]([N:4]([CH2:13][CH2:14][CH3:15])[C:5]([CH2:7][CH2:8][CH2:9][C:10]([OH:12])=O)=[O:6])[CH:2]=[CH2:3].C(Cl)CCl.C1C=CC2N(O)N=NC=2C=1.FC(F)(F)C([O-])=O.[CH2:37]([O:40][C:41]1[CH:42]=[C:43]([CH:70]=[C:71]([F:73])[CH:72]=1)[CH2:44][CH:45]([NH3+:69])[CH:46]([OH:68])[CH2:47][N:48]([C:58]([O:60][CH2:61][C:62]1[CH:67]=[CH:66][CH:65]=[CH:64][CH:63]=1)=[O:59])[CH2:49][C:50]1[CH:55]=[CH:54][CH:53]=[C:52]([CH2:56][CH3:57])[CH:51]=1)[CH:38]=[CH2:39]. Product: [CH2:61]([O:60][C:58](=[O:59])[N:48]([CH2:47][CH:46]([OH:68])[CH:45]([NH:69][C:10](=[O:12])[CH2:9][CH2:8][CH2:7][C:5](=[O:6])[N:4]([CH2:1][CH:2]=[CH2:3])[CH2:13][CH2:14][CH3:15])[CH2:44][C:43]1[CH:70]=[C:71]([F:73])[CH:72]=[C:41]([O:40][CH2:37][CH:38]=[CH2:39])[CH:42]=1)[CH2:49][C:50]1[CH:55]=[CH:54][CH:53]=[C:52]([CH2:56][CH3:57])[CH:51]=1)[C:62]1[CH:67]=[CH:66][CH:65]=[CH:64][CH:63]=1. The catalyst class is: 91. (6) Reactant: C([O:4][CH2:5][C:6]1[CH:11]=[CH:10][CH:9]=[C:8]([CH2:12][CH2:13][N:14]2[CH2:18][C@@H:17]([C:19]3[CH:30]=[CH:29][C:22]4[O:23][C:24]([CH3:28])([CH3:27])[O:25][CH2:26][C:21]=4[CH:20]=3)[O:16][C:15]2=[O:31])[CH:7]=1)(=O)C.C[Si](C)(C)[O-].[K+].O.C(OCC)(=O)C. Product: [CH3:27][C:24]1([CH3:28])[O:23][C:22]2[CH:29]=[CH:30][C:19]([C@H:17]3[O:16][C:15](=[O:31])[N:14]([CH2:13][CH2:12][C:8]4[CH:9]=[CH:10][CH:11]=[C:6]([CH2:5][OH:4])[CH:7]=4)[CH2:18]3)=[CH:20][C:21]=2[CH2:26][O:25]1. The catalyst class is: 1.